This data is from Peptide-MHC class I binding affinity with 185,985 pairs from IEDB/IMGT. The task is: Regression. Given a peptide amino acid sequence and an MHC pseudo amino acid sequence, predict their binding affinity value. This is MHC class I binding data. (1) The peptide sequence is RTFGQPLFF. The MHC is HLA-A80:01 with pseudo-sequence HLA-A80:01. The binding affinity (normalized) is 0.443. (2) The peptide sequence is HHYSQAAVL. The MHC is HLA-B15:01 with pseudo-sequence HLA-B15:01. The binding affinity (normalized) is 0.0847. (3) The peptide sequence is RPVGISSMV. The MHC is HLA-B40:01 with pseudo-sequence HLA-B40:01. The binding affinity (normalized) is 0.0847. (4) The peptide sequence is LVITVQAFI. The MHC is H-2-Db with pseudo-sequence H-2-Db. The binding affinity (normalized) is 0. (5) The peptide sequence is KQIQKVETW. The MHC is HLA-B58:01 with pseudo-sequence HLA-B58:01. The binding affinity (normalized) is 0.855.